Regression. Given two drug SMILES strings and cell line genomic features, predict the synergy score measuring deviation from expected non-interaction effect. From a dataset of NCI-60 drug combinations with 297,098 pairs across 59 cell lines. (1) Drug 1: CC1C(C(=O)NC(C(=O)N2CCCC2C(=O)N(CC(=O)N(C(C(=O)O1)C(C)C)C)C)C(C)C)NC(=O)C3=C4C(=C(C=C3)C)OC5=C(C(=O)C(=C(C5=N4)C(=O)NC6C(OC(=O)C(N(C(=O)CN(C(=O)C7CCCN7C(=O)C(NC6=O)C(C)C)C)C)C(C)C)C)N)C. Drug 2: CC1=C2C(C(=O)C3(C(CC4C(C3C(C(C2(C)C)(CC1OC(=O)C(C(C5=CC=CC=C5)NC(=O)C6=CC=CC=C6)O)O)OC(=O)C7=CC=CC=C7)(CO4)OC(=O)C)O)C)OC(=O)C. Cell line: U251. Synergy scores: CSS=33.6, Synergy_ZIP=-11.2, Synergy_Bliss=-9.77, Synergy_Loewe=-6.59, Synergy_HSA=-6.69. (2) Drug 1: CNC(=O)C1=CC=CC=C1SC2=CC3=C(C=C2)C(=NN3)C=CC4=CC=CC=N4. Drug 2: CC(C)CN1C=NC2=C1C3=CC=CC=C3N=C2N. Cell line: OVCAR-4. Synergy scores: CSS=-2.07, Synergy_ZIP=-0.420, Synergy_Bliss=-5.17, Synergy_Loewe=-7.43, Synergy_HSA=-6.71. (3) Drug 1: CC=C1C(=O)NC(C(=O)OC2CC(=O)NC(C(=O)NC(CSSCCC=C2)C(=O)N1)C(C)C)C(C)C. Cell line: K-562. Drug 2: C(CCl)NC(=O)N(CCCl)N=O. Synergy scores: CSS=68.4, Synergy_ZIP=5.16, Synergy_Bliss=4.62, Synergy_Loewe=-37.1, Synergy_HSA=2.19. (4) Drug 1: CC1=C(C(=CC=C1)Cl)NC(=O)C2=CN=C(S2)NC3=CC(=NC(=N3)C)N4CCN(CC4)CCO. Drug 2: CC1C(C(CC(O1)OC2CC(OC(C2O)C)OC3=CC4=CC5=C(C(=O)C(C(C5)C(C(=O)C(C(C)O)O)OC)OC6CC(C(C(O6)C)O)OC7CC(C(C(O7)C)O)OC8CC(C(C(O8)C)O)(C)O)C(=C4C(=C3C)O)O)O)O. Cell line: SF-268. Synergy scores: CSS=31.1, Synergy_ZIP=-2.46, Synergy_Bliss=2.44, Synergy_Loewe=0.278, Synergy_HSA=1.49. (5) Drug 1: C1C(C(OC1N2C=C(C(=O)NC2=O)F)CO)O. Drug 2: CC=C1C(=O)NC(C(=O)OC2CC(=O)NC(C(=O)NC(CSSCCC=C2)C(=O)N1)C(C)C)C(C)C. Cell line: OVCAR-8. Synergy scores: CSS=24.5, Synergy_ZIP=-3.45, Synergy_Bliss=-3.00, Synergy_Loewe=-12.4, Synergy_HSA=-3.85. (6) Drug 1: C1CC(=O)NC(=O)C1N2CC3=C(C2=O)C=CC=C3N. Drug 2: C1=CC=C(C(=C1)C(C2=CC=C(C=C2)Cl)C(Cl)Cl)Cl. Cell line: SW-620. Synergy scores: CSS=10.6, Synergy_ZIP=-0.0240, Synergy_Bliss=1.63, Synergy_Loewe=4.05, Synergy_HSA=2.64. (7) Drug 1: CC1CCC2CC(C(=CC=CC=CC(CC(C(=O)C(C(C(=CC(C(=O)CC(OC(=O)C3CCCCN3C(=O)C(=O)C1(O2)O)C(C)CC4CCC(C(C4)OC)OCCO)C)C)O)OC)C)C)C)OC. Drug 2: C1CN1C2=NC(=NC(=N2)N3CC3)N4CC4. Cell line: NCI-H460. Synergy scores: CSS=51.3, Synergy_ZIP=0.357, Synergy_Bliss=0.317, Synergy_Loewe=-0.452, Synergy_HSA=0.528. (8) Drug 1: CC1=C(C(CCC1)(C)C)C=CC(=CC=CC(=CC(=O)O)C)C. Drug 2: CN(CCCl)CCCl.Cl. Cell line: BT-549. Synergy scores: CSS=18.0, Synergy_ZIP=1.10, Synergy_Bliss=-2.47, Synergy_Loewe=-11.9, Synergy_HSA=-3.37. (9) Drug 1: C1=C(C(=O)NC(=O)N1)N(CCCl)CCCl. Drug 2: CCC1(CC2CC(C3=C(CCN(C2)C1)C4=CC=CC=C4N3)(C5=C(C=C6C(=C5)C78CCN9C7C(C=CC9)(C(C(C8N6C)(C(=O)OC)O)OC(=O)C)CC)OC)C(=O)OC)O.OS(=O)(=O)O. Cell line: SF-268. Synergy scores: CSS=36.5, Synergy_ZIP=-2.76, Synergy_Bliss=-1.19, Synergy_Loewe=-11.6, Synergy_HSA=2.02.